Dataset: Full USPTO retrosynthesis dataset with 1.9M reactions from patents (1976-2016). Task: Predict the reactants needed to synthesize the given product. (1) Given the product [C:44]([O:43][C:41]([N:16]([C:14]([O:13][C:9]([CH3:10])([CH3:12])[CH3:11])=[O:15])[C:17]1[C:18]2[C:25]([I:26])=[CH:24][N:23]([C@@H:27]3[CH2:31][N:30]([C:32]([O:34][C:35]([CH3:37])([CH3:36])[CH3:38])=[O:33])[C@H:29]([CH2:39][N:2]([CH3:3])[CH3:1])[CH2:28]3)[C:19]=2[N:20]=[CH:21][N:22]=1)=[O:42])([CH3:47])([CH3:46])[CH3:45], predict the reactants needed to synthesize it. The reactants are: [CH3:1][NH:2][CH3:3].C1COCC1.[C:9]([O:13][C:14]([N:16]([C:41]([O:43][C:44]([CH3:47])([CH3:46])[CH3:45])=[O:42])[C:17]1[C:18]2[C:25]([I:26])=[CH:24][N:23]([C@@H:27]3[CH2:31][N:30]([C:32]([O:34][C:35]([CH3:38])([CH3:37])[CH3:36])=[O:33])[C@H:29]([CH:39]=O)[CH2:28]3)[C:19]=2[N:20]=[CH:21][N:22]=1)=[O:15])([CH3:12])([CH3:11])[CH3:10].C(O[BH-](OC(=O)C)OC(=O)C)(=O)C.[Na+].C(=O)([O-])O.[Na+]. (2) Given the product [N:1]1[CH:6]=[CH:5][N:4]=[C:3]2[NH:7][CH:8]=[C:9]([CH:10]3[CH2:11][CH2:12][N:13]([C:16]([O:18][C:19]([CH3:22])([CH3:21])[CH3:20])=[O:17])[CH2:14][CH2:15]3)[C:2]=12, predict the reactants needed to synthesize it. The reactants are: [N:1]1[CH:6]=[CH:5][N:4]=[C:3]2[NH:7][CH:8]=[C:9]([C:10]3[CH2:11][CH2:12][N:13]([C:16]([O:18][C:19]([CH3:22])([CH3:21])[CH3:20])=[O:17])[CH2:14][CH:15]=3)[C:2]=12. (3) The reactants are: [Na].[CH3:2][OH:3].Cl[C:5]1[N:6]=[C:7]([CH3:15])[C:8]([C:11]([O:13]C)=[O:12])=[N:9][CH:10]=1.[OH-].[Na+].Cl. Given the product [CH3:2][O:3][C:5]1[N:6]=[C:7]([CH3:15])[C:8]([C:11]([OH:13])=[O:12])=[N:9][CH:10]=1, predict the reactants needed to synthesize it. (4) Given the product [Br:1][C:2]1[CH:7]=[C:6]([C@H:8]([NH:11][S:12]([C:14]([CH3:15])([CH3:17])[CH3:16])=[O:13])[CH2:9][CH3:10])[CH:5]=[CH:4][N:3]=1, predict the reactants needed to synthesize it. The reactants are: [Br:1][C:2]1[CH:7]=[C:6](/[C:8](=[N:11]/[S:12]([C:14]([CH3:17])([CH3:16])[CH3:15])=[O:13])/[CH2:9][CH3:10])[CH:5]=[CH:4][N:3]=1.CCC(C)[BH-](C(C)CC)C(C)CC.[Li+]. (5) Given the product [ClH:15].[CH2:1]([NH:6][C:7]([C:9]1[N:10]=[N:11][C:12]([N:16]2[CH2:17][CH2:18][CH:19]([NH:22][C:23]3[CH:28]=[CH:27][CH:26]=[CH:25][C:24]=3[C:29]([F:30])([F:31])[F:32])[CH2:20][CH2:21]2)=[CH:13][CH:14]=1)=[O:8])[CH2:2][CH2:3][CH2:4][CH3:5], predict the reactants needed to synthesize it. The reactants are: [CH2:1]([NH:6][C:7]([C:9]1[N:10]=[N:11][C:12]([Cl:15])=[CH:13][CH:14]=1)=[O:8])[CH2:2][CH2:3][CH2:4][CH3:5].[NH:16]1[CH2:21][CH2:20][CH:19]([NH:22][C:23]2[CH:28]=[CH:27][CH:26]=[CH:25][C:24]=2[C:29]([F:32])([F:31])[F:30])[CH2:18][CH2:17]1. (6) Given the product [CH3:1][O:2][C:3](=[O:19])[CH:4]([O:16][CH2:17][CH3:18])[CH2:5][C:6]1[C:14]2[O:13][CH:12]=[CH:11][C:10]=2[C:9]([O:15][CH2:21][C:22]2[N:23]=[C:24]([C:28]3[S:29][CH:30]=[CH:31][CH:32]=3)[O:25][C:26]=2[CH3:27])=[CH:8][CH:7]=1, predict the reactants needed to synthesize it. The reactants are: [CH3:1][O:2][C:3](=[O:19])[CH:4]([O:16][CH2:17][CH3:18])[CH2:5][C:6]1[C:14]2[O:13][CH:12]=[CH:11][C:10]=2[C:9]([OH:15])=[CH:8][CH:7]=1.Cl[CH2:21][C:22]1[N:23]=[C:24]([C:28]2[S:29][CH:30]=[CH:31][CH:32]=2)[O:25][C:26]=1[CH3:27].S1C=CC=C1C=O.O=P(Cl)(Cl)Cl.C(=O)([O-])[O-].[K+].[K+].[I-].[K+].